This data is from Catalyst prediction with 721,799 reactions and 888 catalyst types from USPTO. The task is: Predict which catalyst facilitates the given reaction. (1) Reactant: [NH2:1][C:2]1[C:11]2=[N:12][N:13]([CH2:20][CH2:21][CH3:22])[C:14]([CH2:15][CH2:16][CH2:17][CH2:18][OH:19])=[C:10]2[C:9]2[CH:8]=[CH:7][CH:6]=[CH:5][C:4]=2[N:3]=1. Product: [NH2:1][C:2]1[C:11]2=[N:12][N:13]([CH2:20][CH2:21][CH3:22])[C:14]([CH2:15][CH2:16][CH2:17][CH2:18][OH:19])=[C:10]2[C:9]2[CH2:8][CH2:7][CH2:6][CH2:5][C:4]=2[N:3]=1. The catalyst class is: 74. (2) Reactant: [O:1]=[C:2]([CH2:7][C:8]1[CH:13]=[CH:12][CH:11]=[CH:10][CH:9]=1)[C:3]([O:5][CH3:6])=[O:4].[H][H]. Product: [OH:1][CH:2]([CH2:7][C:8]1[CH:13]=[CH:12][CH:11]=[CH:10][CH:9]=1)[C:3]([O:5][CH3:6])=[O:4]. The catalyst class is: 1. (3) Reactant: [C:1]([O:4][C:5]1[CH:10]=[CH:9][C:8]([NH:11][C:12](=[O:14])[CH3:13])=[C:7]([N+:15]([O-:17])=[O:16])[CH:6]=1)(=[O:3])[CH3:2].Br[CH2:19][C:20]1[CH:25]=[CH:24][C:23]([O:26][CH2:27][CH2:28][CH2:29][CH2:30][CH3:31])=[CH:22][C:21]=1[Cl:32].C(=O)([O-])[O-].[K+].[K+]. Product: [C:1]([O:4][C:5]1[CH:10]=[CH:9][C:8]([N:11]([C:12](=[O:14])[CH3:13])[CH2:19][C:20]2[CH:25]=[CH:24][C:23]([O:26][CH2:27][CH2:28][CH2:29][CH2:30][CH3:31])=[CH:22][C:21]=2[Cl:32])=[C:7]([N+:15]([O-:17])=[O:16])[CH:6]=1)(=[O:3])[CH3:2]. The catalyst class is: 9. (4) Reactant: [NH2:1][C:2]1[C:7]([C:8]([O:10][CH2:11][CH3:12])=[O:9])=[C:6]([CH3:13])[N:5]=[C:4]2[S:14][C:15]([Br:17])=[CH:16][C:3]=12.CC(C)([O-])C.[Na+].[Cl:24][C:25]1[CH:26]=[C:27]([S:31](Cl)(=[O:33])=[O:32])[CH:28]=[CH:29][CH:30]=1. Product: [Br:17][C:15]1[S:14][C:4]2=[N:5][C:6]([CH3:13])=[C:7]([C:8]([O:10][CH2:11][CH3:12])=[O:9])[C:2]([NH:1][S:31]([C:27]3[CH:28]=[CH:29][CH:30]=[C:25]([Cl:24])[CH:26]=3)(=[O:33])=[O:32])=[C:3]2[CH:16]=1. The catalyst class is: 375. (5) Reactant: [C:1](Cl)(=[O:8])[C:2]1[CH:7]=[CH:6][CH:5]=[CH:4][CH:3]=1.FC(F)(F)C(O)=O.[NH2:17][CH2:18][C:19]1[CH:20]=[C:21]([NH:25][C:26](=[O:43])[C:27]([NH:29][C:30]2[CH:35]=[CH:34][C:33]([C:36]3[O:40][CH:39]=[N:38][CH:37]=3)=[C:32]([O:41][CH3:42])[CH:31]=2)=[O:28])[CH:22]=[CH:23][CH:24]=1.C(N(CC)CC)C. Product: [C:1]([NH:17][CH2:18][C:19]1[CH:20]=[C:21]([NH:25][C:26](=[O:43])[C:27]([NH:29][C:30]2[CH:35]=[CH:34][C:33]([C:36]3[O:40][CH:39]=[N:38][CH:37]=3)=[C:32]([O:41][CH3:42])[CH:31]=2)=[O:28])[CH:22]=[CH:23][CH:24]=1)(=[O:8])[C:2]1[CH:7]=[CH:6][CH:5]=[CH:4][CH:3]=1. The catalyst class is: 204.